Dataset: Full USPTO retrosynthesis dataset with 1.9M reactions from patents (1976-2016). Task: Predict the reactants needed to synthesize the given product. (1) Given the product [F:15][C:4]1[CH:3]=[C:2]([C:25]2[C:20]([O:19][CH:16]([CH3:18])[CH3:17])=[N:21][CH:22]=[CH:23][CH:24]=2)[CH:7]=[CH:6][C:5]=1[C:8]1[CH:9]=[N:10][C:11]([NH2:14])=[N:12][CH:13]=1, predict the reactants needed to synthesize it. The reactants are: Cl[C:2]1[CH:7]=[CH:6][C:5]([C:8]2[CH:9]=[N:10][C:11]([NH2:14])=[N:12][CH:13]=2)=[C:4]([F:15])[CH:3]=1.[CH:16]([O:19][C:20]1[C:25](B(O)O)=[CH:24][CH:23]=[CH:22][N:21]=1)([CH3:18])[CH3:17].CC(C1C=C(C(C)C)C(C2C=CC=CC=2P(C2CCCCC2)C2CCCCC2)=C(C(C)C)C=1)C. (2) Given the product [CH3:65][C:53]([C:59]1[CH:60]=[CH:61][CH:62]=[CH:63][CH:64]=1)([CH2:52][CH2:51][CH2:50][C:49](=[O:66])[CH2:48][CH2:47][CH2:46][C:45]([CH3:73])([C:67]1[CH:68]=[CH:69][CH:70]=[CH:71][CH:72]=1)[C:44]([OH:74])=[O:43])[C:54]([OH:56])=[O:55], predict the reactants needed to synthesize it. The reactants are: C(C1C=CC(C(C)(CCCCC(=O)CCCCC(C2C=CC(CC(C)C)=CC=2)(C)C(O)=O)C(O)=O)=CC=1)C(C)C.C([O:43][C:44](=[O:74])[C:45]([CH3:73])([C:67]1[CH:72]=[CH:71][CH:70]=[CH:69][CH:68]=1)[CH2:46][CH2:47][CH2:48][C:49](=[O:66])[CH2:50][CH2:51][CH2:52][C:53]([CH3:65])([C:59]1[CH:64]=[CH:63][CH:62]=[CH:61][CH:60]=1)[C:54]([O:56]CC)=[O:55])C.[OH-].[K+]. (3) Given the product [CH:45]1([O:44][C:39]([O:40][CH2:41][CH2:42][O:23][C:22]([C:21]2[N:20]=[C:19]([C:25]([F:27])([F:28])[F:26])[N:16]3[CH2:17][CH2:18][N:13]([C:11](=[O:12])[CH2:10][C@H:9]([NH:8][C:6]([O:5][C:1]([CH3:4])([CH3:2])[CH3:3])=[O:7])[CH2:29][C:30]4[CH:35]=[C:34]([F:36])[C:33]([F:37])=[CH:32][C:31]=4[F:38])[CH2:14][C:15]=23)=[O:24])=[O:51])[CH2:50][CH2:49][CH2:48][CH2:47][CH2:46]1, predict the reactants needed to synthesize it. The reactants are: [C:1]([O:5][C:6]([NH:8][C@H:9]([CH2:29][C:30]1[CH:35]=[C:34]([F:36])[C:33]([F:37])=[CH:32][C:31]=1[F:38])[CH2:10][C:11]([N:13]1[CH2:18][CH2:17][N:16]2[C:19]([C:25]([F:28])([F:27])[F:26])=[N:20][C:21]([C:22]([OH:24])=[O:23])=[C:15]2[CH2:14]1)=[O:12])=[O:7])([CH3:4])([CH3:3])[CH3:2].[C:39](=[O:51])([O:44][CH:45]1[CH2:50][CH2:49][CH2:48][CH2:47][CH2:46]1)[O:40][CH:41](Cl)[CH3:42].[I-].[K+].C(=O)([O-])[O-].[K+].[K+]. (4) Given the product [CH2:30]([O:29][C:22]1[CH:21]=[C:20]([C:18](=[O:19])[CH2:17][CH2:16][C:15]([NH:14][C:4]2[CH:3]=[C:2]([C:67]3[CH:68]=[CH:69][CH:70]=[CH:71][C:66]=3[O:65][CH3:64])[CH:7]=[C:6]([C:8]3[CH:13]=[CH:12][CH:11]=[CH:10][CH:9]=3)[N:5]=2)=[O:32])[CH:25]=[CH:24][C:23]=1[O:26][CH2:27][CH3:28])[CH3:31], predict the reactants needed to synthesize it. The reactants are: Cl[C:2]1[CH:7]=[C:6]([C:8]2[CH:13]=[CH:12][CH:11]=[CH:10][CH:9]=2)[N:5]=[C:4]([NH:14][C:15](=[O:32])[CH2:16][CH2:17][C:18]([C:20]2[CH:25]=[CH:24][C:23]([O:26][CH2:27][CH3:28])=[C:22]([O:29][CH2:30][CH3:31])[CH:21]=2)=[O:19])[CH:3]=1.C1(C2C=CC=CC=2)C=CC=CC=1P(C1CCCCC1)C1CCCCC1.C(=O)([O-])[O-].[K+].[K+].[CH3:64][O:65][C:66]1[CH:71]=[CH:70][CH:69]=[CH:68][C:67]=1B(O)O. (5) Given the product [NH2:1][C:2]1[C:7]([C:8]([C:10]2[C:15]([O:16][CH3:17])=[CH:14][CH:13]=[C:12]([F:18])[C:11]=2[CH3:19])=[O:9])=[CH:6][N:5]=[C:4]([NH:41][CH:38]2[CH2:39][CH2:40][N:35]([S:32]([CH3:31])(=[O:34])=[O:33])[CH2:36][CH2:37]2)[N:3]=1, predict the reactants needed to synthesize it. The reactants are: [NH2:1][C:2]1[C:7]([C:8]([C:10]2[C:15]([O:16][CH3:17])=[CH:14][CH:13]=[C:12]([F:18])[C:11]=2[CH3:19])=[O:9])=[CH:6][N:5]=[C:4](S(CC)=O)[N:3]=1.FC(F)(F)C(O)=O.[CH3:31][S:32]([N:35]1[CH2:40][CH2:39][CH:38]([NH2:41])[CH2:37][CH2:36]1)(=[O:34])=[O:33].